This data is from Full USPTO retrosynthesis dataset with 1.9M reactions from patents (1976-2016). The task is: Predict the reactants needed to synthesize the given product. (1) Given the product [C:27]([Si:24]([CH3:26])([CH3:25])[O:23][CH2:22][C@@H:21]([C@@H:10]1[C@@H:11]([C:13]2[CH:18]=[CH:17][C:16]([Cl:19])=[C:15]([Cl:20])[CH:14]=2)[CH2:12][NH:8][CH2:9]1)[O:31][C:32]1[CH:37]=[CH:36][C:35]([Cl:38])=[CH:34][N:33]=1)([CH3:30])([CH3:29])[CH3:28], predict the reactants needed to synthesize it. The reactants are: C([N:8]1[CH2:12][C@H:11]([C:13]2[CH:18]=[CH:17][C:16]([Cl:19])=[C:15]([Cl:20])[CH:14]=2)[C@@H:10]([C@@H:21]([O:31][C:32]2[CH:37]=[CH:36][C:35]([Cl:38])=[CH:34][N:33]=2)[CH2:22][O:23][Si:24]([C:27]([CH3:30])([CH3:29])[CH3:28])([CH3:26])[CH3:25])[CH2:9]1)C1C=CC=CC=1.ClC(OC(Cl)C)=O.CCN(C(C)C)C(C)C. (2) Given the product [CH2:11]([C:4]1[S:3][C:2]2[NH:1][C:17](=[O:23])[N:32]([C:33]3[CH:38]=[CH:37][CH:36]=[CH:35][CH:34]=3)[C:7](=[O:9])[C:6]=2[CH:5]=1)[CH3:12], predict the reactants needed to synthesize it. The reactants are: [NH2:1][C:2]1[S:3][C:4]([CH2:11][CH3:12])=[CH:5][C:6]=1[C:7]([O:9]C)=O.ClC(Cl)(O[C:17](=[O:23])OC(Cl)(Cl)Cl)Cl.C(N(CC)CC)C.[NH2:32][C:33]1[CH:38]=[CH:37][CH:36]=[CH:35][CH:34]=1. (3) Given the product [F:21][C:16]1[CH:17]=[CH:18][CH:19]=[CH:20][C:15]=1[C:12]1[CH:13]=[N:14][C:9]([O:8][CH2:7][C:6]([OH:22])=[O:5])=[N:10][CH:11]=1, predict the reactants needed to synthesize it. The reactants are: C([O:5][C:6](=[O:22])[CH2:7][O:8][C:9]1[N:14]=[CH:13][C:12]([C:15]2[CH:20]=[CH:19][CH:18]=[CH:17][C:16]=2[F:21])=[CH:11][N:10]=1)(C)(C)C.